This data is from Peptide-MHC class I binding affinity with 185,985 pairs from IEDB/IMGT. The task is: Regression. Given a peptide amino acid sequence and an MHC pseudo amino acid sequence, predict their binding affinity value. This is MHC class I binding data. (1) The peptide sequence is WDAYIPHYV. The MHC is HLA-B27:05 with pseudo-sequence HLA-B27:05. The binding affinity (normalized) is 0.213. (2) The peptide sequence is EGNLAQGFR. The MHC is HLA-A02:01 with pseudo-sequence HLA-A02:01. The binding affinity (normalized) is 0.0847. (3) The MHC is HLA-B07:02 with pseudo-sequence HLA-B07:02. The binding affinity (normalized) is 0.213. The peptide sequence is AQRAAGPSV. (4) The peptide sequence is DTLKVCIGY. The MHC is HLA-B57:01 with pseudo-sequence HLA-B57:01. The binding affinity (normalized) is 0.0847. (5) The peptide sequence is FLKEEGGL. The MHC is HLA-B57:01 with pseudo-sequence HLA-B57:01. The binding affinity (normalized) is 0.